Task: Predict the reactants needed to synthesize the given product.. Dataset: Full USPTO retrosynthesis dataset with 1.9M reactions from patents (1976-2016) (1) Given the product [CH2:1]([C:3]1[C:4]([C:27]2[CH:28]=[CH:29][CH:30]=[CH:31][CH:32]=2)=[C:5]([O:15][C:16]2[CH:21]=[CH:20][C:19](/[CH:22]=[CH:34]/[C:33]([N:43]3[CH2:44][CH2:45][N:40]([CH3:39])[CH2:41][CH2:42]3)=[O:37])=[CH:18][CH:17]=2)[C:6]2[C:11]([CH:12]=1)=[CH:10][C:9]([O:13][CH3:14])=[CH:8][CH:7]=2)[CH3:2], predict the reactants needed to synthesize it. The reactants are: [CH2:1]([C:3]1[C:4]([C:27]2[CH:32]=[CH:31][CH:30]=[CH:29][CH:28]=2)=[C:5]([O:15][C:16]2[CH:21]=[CH:20][C:19](/[CH:22]=C/C(O)=O)=[CH:18][CH:17]=2)[C:6]2[C:11]([CH:12]=1)=[CH:10][C:9]([O:13][CH3:14])=[CH:8][CH:7]=2)[CH3:2].[C:33](Cl)(=[O:37])[C:34](Cl)=O.[CH3:39][N:40]1[CH2:45][CH2:44][NH:43][CH2:42][CH2:41]1. (2) Given the product [Cl:1][C:2]1[C:3]2[C:10]([Cl:11])=[CH:9][NH:8][C:4]=2[N:5]=[CH:6][N:7]=1, predict the reactants needed to synthesize it. The reactants are: [Cl:1][C:2]1[C:3]2[CH:10]=[CH:9][NH:8][C:4]=2[N:5]=[CH:6][N:7]=1.[Cl:11]N1C(=O)CCC1=O. (3) The reactants are: C1C2C(COC([NH:18][C:19]([CH3:69])([C:21]([NH:23][C@H:24]([C:28]([N:30]([C@@H:32]([C@@H:65]([CH3:68])[CH2:66][CH3:67])[C@H:33]([O:63][CH3:64])[CH2:34][C:35]([N:37]3[CH2:41][CH2:40][CH2:39][C@H:38]3[C@H:42]([O:61][CH3:62])[C@@H:43]([CH3:60])[C:44]([NH:46][C@H:47]([C:55]3[S:56][CH:57]=[CH:58][N:59]=3)[CH2:48][C:49]3[CH:54]=[CH:53][CH:52]=[CH:51][CH:50]=3)=[S:45])=[O:36])[CH3:31])=[O:29])[CH:25]([CH3:27])[CH3:26])=[O:22])[CH3:20])=O)C3C(=CC=CC=3)C=2C=CC=1. Given the product [CH3:20][C:19]([C:21]([NH:23][C@H:24]([C:28]([N:30]([C@@H:32]([C@@H:65]([CH3:68])[CH2:66][CH3:67])[C@H:33]([O:63][CH3:64])[CH2:34][C:35]([N:37]1[CH2:41][CH2:40][CH2:39][C@H:38]1[C@H:42]([O:61][CH3:62])[C@@H:43]([CH3:60])[C:44]([NH:46][C@H:47]([C:55]1[S:56][CH:57]=[CH:58][N:59]=1)[CH2:48][C:49]1[CH:50]=[CH:51][CH:52]=[CH:53][CH:54]=1)=[S:45])=[O:36])[CH3:31])=[O:29])[CH:25]([CH3:27])[CH3:26])=[O:22])([CH3:69])[NH2:18], predict the reactants needed to synthesize it. (4) Given the product [Cl:1][C:2]1[CH:3]=[CH:10][C:9]2[N:5]([CH:6]=[CH:7][N:8]=2)[CH:13]=1, predict the reactants needed to synthesize it. The reactants are: [Cl:1][CH2:2][CH:3]=O.[NH2:5][C:6]1[CH:7]=[N:8][C:9](Cl)=[CH:10]C=1.[CH2:13](O)C. (5) Given the product [CH2:1]([N:8]1[C:13](=[O:14])[C:12]2[C:15]([Br:18])=[N:16][NH:17][C:11]=2[N:10]=[C:9]1[CH:19]([NH:27][CH2:26][CH2:25][N:24]([CH3:28])[CH3:23])[CH2:20][CH3:21])[C:2]1[CH:7]=[CH:6][CH:5]=[CH:4][CH:3]=1, predict the reactants needed to synthesize it. The reactants are: [CH2:1]([N:8]1[C:13](=[O:14])[C:12]2[C:15]([Br:18])=[N:16][NH:17][C:11]=2[N:10]=[C:9]1[CH:19](Br)[CH2:20][CH3:21])[C:2]1[CH:7]=[CH:6][CH:5]=[CH:4][CH:3]=1.[CH3:23][N:24]([CH3:28])[CH2:25][CH2:26][NH2:27]. (6) Given the product [CH3:12][O:11][C:10]1[CH:9]=[C:8]2[C:4]([CH2:5][CH2:6][C:7]2=[O:13])=[CH:3][C:2]=1[O:1][CH2:15][CH2:16][CH2:17][O:18][CH:19]1[CH2:24][CH2:23][CH2:22][CH2:21][O:20]1, predict the reactants needed to synthesize it. The reactants are: [OH:1][C:2]1[CH:3]=[C:4]2[C:8](=[CH:9][C:10]=1[O:11][CH3:12])[C:7](=[O:13])[CH2:6][CH2:5]2.Cl[CH2:15][CH2:16][CH2:17][O:18][CH:19]1[CH2:24][CH2:23][CH2:22][CH2:21][O:20]1.C(=O)([O-])[O-].[K+].[K+]. (7) Given the product [Br:20][C:5]1[C:6]([NH:9][C@@H:10]2[C@@H:15]3[CH2:16][C@@H:12]([CH:13]=[CH:14]3)[C@@H:11]2[C:17]([NH2:19])=[O:18])=[C:7]2[N:8]=[C:32]([C:31]3[CH:30]=[CH:29][C:28]([N:25]4[CH2:24][CH2:23][N:22]([CH3:21])[CH2:27][CH2:26]4)=[CH:35][CH:34]=3)[NH:1][C:2]2=[N:3][CH:4]=1, predict the reactants needed to synthesize it. The reactants are: [NH2:1][C:2]1[C:7]([NH2:8])=[C:6]([NH:9][C@@H:10]2[C@@H:15]3[CH2:16][C@@H:12]([CH:13]=[CH:14]3)[C@@H:11]2[C:17]([NH2:19])=[O:18])[C:5]([Br:20])=[CH:4][N:3]=1.[CH3:21][N:22]1[CH2:27][CH2:26][N:25]([C:28]2[CH:35]=[CH:34][C:31]([CH:32]=O)=[CH:30][CH:29]=2)[CH2:24][CH2:23]1. (8) The reactants are: [S:1](=[O:5])(=[O:4])([OH:3])[OH:2].[NH2:6][C:7]1[CH:12]=[CH:11][CH:10]=[CH:9][CH:8]=1.C(O)C.C(O[N:22]=O)CC(C)C. Given the product [S:1](=[O:3])(=[O:2])([O-:5])[O-:4].[C:7]1([N+:6]#[N:22])[CH:12]=[CH:11][CH:10]=[CH:9][CH:8]=1.[C:7]1([N+:6]#[N:22])[CH:12]=[CH:11][CH:10]=[CH:9][CH:8]=1, predict the reactants needed to synthesize it. (9) Given the product [Br:20][C:21]1[CH:22]=[C:23]([C:24]([N:1]2[CH2:6][CH2:5][O:4][C:3]3[N:7]=[CH:8][C:9]([C:11]4[CH:16]=[CH:15][CH:14]=[C:13]([N:17]([CH3:19])[CH3:18])[CH:12]=4)=[CH:10][C:2]2=3)=[O:25])[CH:27]=[C:28]([Br:32])[C:29]=1[O:30][CH3:31], predict the reactants needed to synthesize it. The reactants are: [NH:1]1[CH2:6][CH2:5][O:4][C:3]2[N:7]=[CH:8][C:9]([C:11]3[CH:12]=[C:13]([N:17]([CH3:19])[CH3:18])[CH:14]=[CH:15][CH:16]=3)=[CH:10][C:2]1=2.[Br:20][C:21]1[CH:22]=[C:23]([CH:27]=[C:28]([Br:32])[C:29]=1[O:30][CH3:31])[C:24](Cl)=[O:25].C(N(CC)CC)C.